From a dataset of Reaction yield outcomes from USPTO patents with 853,638 reactions. Predict the reaction yield, written as a fraction of the theoretical maximum amount of product (1.0 means a 100% yield; for example, 0.34 means a 34% yield). The reactants are C([N:8]1[CH2:14][C:13]2[CH:15]=[CH:16][C:17]([O:19][C:20]3[CH:25]=[CH:24][CH:23]=[C:22]([Cl:26])[CH:21]=3)=[N:18][C:12]=2[O:11][CH2:10][CH2:9]1)C1C=CC=CC=1.ClC(OC(Cl)C)=O. The catalyst is ClC(Cl)C. The product is [ClH:26].[Cl:26][C:22]1[CH:21]=[C:20]([CH:25]=[CH:24][CH:23]=1)[O:19][C:17]1[CH:16]=[CH:15][C:13]2[CH2:14][NH:8][CH2:9][CH2:10][O:11][C:12]=2[N:18]=1. The yield is 0.890.